Dataset: Reaction yield outcomes from USPTO patents with 853,638 reactions. Task: Predict the reaction yield, written as a fraction of the theoretical maximum amount of product (1.0 means a 100% yield; for example, 0.34 means a 34% yield). (1) The reactants are [NH2:1][C@@H:2]([CH:6]([CH3:8])[CH3:7])[C:3]([OH:5])=[O:4].[OH-].[Na+].Cl[C:12]([O:14][CH3:15])=[O:13]. The catalyst is O1CCOCC1. The product is [CH3:15][O:14][C:12]([NH:1][C@@H:2]([CH:6]([CH3:8])[CH3:7])[C:3]([OH:5])=[O:4])=[O:13]. The yield is 0.940. (2) The reactants are Br[C:2]1[C:7]([C:8]([F:11])([F:10])[F:9])=[CH:6][C:5]([NH:12][C:13]2[N:17]=[C:16]([NH2:18])[NH:15][N:14]=2)=[CH:4][C:3]=1[Cl:19].[F:20][C:21]1[CH:26]=[CH:25][C:24](B(O)O)=[CH:23][C:22]=1[C:30](=[O:35])[NH:31][CH2:32][CH2:33][OH:34].C(=O)([O-])[O-].[Na+].[Na+].O. The catalyst is C1C=CC([P]([Pd]([P](C2C=CC=CC=2)(C2C=CC=CC=2)C2C=CC=CC=2)([P](C2C=CC=CC=2)(C2C=CC=CC=2)C2C=CC=CC=2)[P](C2C=CC=CC=2)(C2C=CC=CC=2)C2C=CC=CC=2)(C2C=CC=CC=2)C2C=CC=CC=2)=CC=1. The product is [NH2:18][C:16]1[NH:15][N:14]=[C:13]([NH:12][C:5]2[CH:6]=[C:7]([C:8]([F:11])([F:10])[F:9])[C:2]([C:24]3[CH:25]=[CH:26][C:21]([F:20])=[C:22]([C:30]([NH:31][CH2:32][CH2:33][OH:34])=[O:35])[CH:23]=3)=[C:3]([Cl:19])[CH:4]=2)[N:17]=1. The yield is 0.390. (3) The reactants are C([O:3][C:4](=[O:38])[CH2:5][CH:6]1[S:10][C:9]([C:11]2[NH:12][C:13]3[C:18]([CH:19]=2)=[CH:17][C:16]([O:20][C:21]2[CH:26]=[CH:25][C:24]([S:27]([CH3:30])(=[O:29])=[O:28])=[CH:23][N:22]=2)=[CH:15][C:14]=3[O:31][CH:32]2[CH2:37][CH2:36][O:35][CH2:34][CH2:33]2)=[N:8][CH2:7]1)C.[OH-].[Na+].C(O)C.Cl. The catalyst is O.O1CCCC1. The product is [CH3:30][S:27]([C:24]1[CH:25]=[CH:26][C:21]([O:20][C:16]2[CH:17]=[C:18]3[C:13](=[C:14]([O:31][CH:32]4[CH2:37][CH2:36][O:35][CH2:34][CH2:33]4)[CH:15]=2)[NH:12][C:11]([C:9]2[S:10][CH:6]([CH2:5][C:4]([OH:38])=[O:3])[CH2:7][N:8]=2)=[CH:19]3)=[N:22][CH:23]=1)(=[O:29])=[O:28]. The yield is 0.950. (4) The reactants are [N+:1]([C:4]1[CH:8]=[CH:7][NH:6][N:5]=1)([O-:3])=[O:2].[CH3:9][C:10]1([CH3:27])[O:14][C@H:13]([CH2:15]OS(C2C=CC(C)=CC=2)(=O)=O)[CH2:12][O:11]1.C(=O)([O-])[O-].[K+].[K+]. The catalyst is CN(C)C=O.C(OCC)(=O)C. The product is [CH3:9][C:10]1([CH3:27])[O:14][C@H:13]([CH2:15][N:6]2[CH:7]=[CH:8][C:4]([N+:1]([O-:3])=[O:2])=[N:5]2)[CH2:12][O:11]1. The yield is 0.730. (5) The yield is 0.600. The catalyst is C(#N)C. The product is [CH:2]1([O:17][C:13]2[CH:14]=[C:15]([F:16])[C:7]([F:6])=[C:8]([CH:12]=2)[C:9]([O:11][CH:2]2[CH2:5][CH2:4][CH2:3]2)=[O:10])[CH2:5][CH2:4][CH2:3]1. The reactants are Br[CH:2]1[CH2:5][CH2:4][CH2:3]1.[F:6][C:7]1[C:15]([F:16])=[CH:14][C:13]([OH:17])=[CH:12][C:8]=1[C:9]([OH:11])=[O:10].C(=O)([O-])[O-].[K+].[K+].